Dataset: Forward reaction prediction with 1.9M reactions from USPTO patents (1976-2016). Task: Predict the product of the given reaction. (1) Given the reactants [N:1]([C:4]1[CH:5]=[C:6](B(O)O)[CH:7]=[CH:8][CH:9]=1)=[C:2]=[O:3].[CH2:13]([N:20]1[CH2:25][CH2:24][CH:23]([N:26]2[C:30]3=[N:31][C:32](Cl)=[N:33][C:34]([N:35]4[CH2:40][CH2:39][O:38][CH2:37][CH2:36]4)=[C:29]3[CH:28]=[N:27]2)[CH2:22][CH2:21]1)[C:14]1[CH:19]=[CH:18][CH:17]=[CH:16][CH:15]=1.C([O-])([O-])=O.[Na+].[Na+].[CH3:48][NH2:49], predict the reaction product. The product is: [CH2:13]([N:20]1[CH2:25][CH2:24][CH:23]([N:26]2[C:30]3=[N:31][C:32]([C:6]4[CH:5]=[C:4]([NH:1][C:2]([NH:49][CH3:48])=[O:3])[CH:9]=[CH:8][CH:7]=4)=[N:33][C:34]([N:35]4[CH2:40][CH2:39][O:38][CH2:37][CH2:36]4)=[C:29]3[CH:28]=[N:27]2)[CH2:22][CH2:21]1)[C:14]1[CH:19]=[CH:18][CH:17]=[CH:16][CH:15]=1. (2) The product is: [S:27]1[CH:28]=[CH:12][N:11]=[C:9]1[CH2:8][O:1][C:2]1[CH:7]=[CH:6][C:5]([CH2:8][C:9]([N:11]2[CH2:12][CH2:13][N:14]([C:17]3[N:24]=[CH:23][CH:22]=[CH:21][C:18]=3[C:19]#[N:20])[CH2:15][CH2:16]2)=[O:10])=[CH:4][CH:3]=1. Given the reactants [OH:1][C:2]1[CH:7]=[CH:6][C:5]([CH2:8][C:9]([N:11]2[CH2:16][CH2:15][N:14]([C:17]3[N:24]=[CH:23][CH:22]=[CH:21][C:18]=3[C:19]#[N:20])[CH2:13][CH2:12]2)=[O:10])=[CH:4][CH:3]=1.[H-].[Na+].[S:27]([O-])(=O)(=O)[CH3:28], predict the reaction product.